Dataset: Full USPTO retrosynthesis dataset with 1.9M reactions from patents (1976-2016). Task: Predict the reactants needed to synthesize the given product. Given the product [C:7]1([N:6]2[C:5]3[CH:13]=[CH:14][C:2]([B:26]([OH:29])[OH:27])=[CH:3][C:4]=3[C:20]3[C:15]2=[CH:16][CH:17]=[CH:18][CH:19]=3)[CH:12]=[CH:11][CH:10]=[CH:9][CH:8]=1, predict the reactants needed to synthesize it. The reactants are: Br[C:2]1[CH:3]=[CH:4][C:5]2[N:6]([C:15]3[CH:20]=[CH:19][CH:18]=[CH:17][CH:16]=3)[C:7]3[C:12]([C:13]=2[CH:14]=1)=[CH:11][CH:10]=[CH:9][CH:8]=3.C([Li])CCC.[B:26](OC)([O:29]C)[O:27]C.Cl.